This data is from hERG potassium channel inhibition data for cardiac toxicity prediction from Karim et al.. The task is: Regression/Classification. Given a drug SMILES string, predict its toxicity properties. Task type varies by dataset: regression for continuous values (e.g., LD50, hERG inhibition percentage) or binary classification for toxic/non-toxic outcomes (e.g., AMES mutagenicity, cardiotoxicity, hepatotoxicity). Dataset: herg_karim. (1) The compound is CC(C)S(=O)(=O)N[C@H]1CN(C)C[C@@H]1c1ccc(-c2cccc(NS(C)(=O)=O)c2)cc1. The result is 0 (non-blocker). (2) The compound is CN1CCc2cccc3c2[C@H]1Cc1ccc(O)c(O)c1-3. The result is 1 (blocker). (3) The molecule is Cc1ccc(OCC#Cc2cc(N)cc(C#CCOc3ccc(C)cc3)n2)cc1. The result is 0 (non-blocker). (4) The molecule is CN1CCC(NC(=O)c2ccc(Oc3ccc(C#CC4(O)CN5CCC4CC5)cc3)cc2)CC1. The result is 0 (non-blocker). (5) The compound is CN(C)CCCC(NC(=O)C1(N)CCCN(c2ncnc3[nH]ccc23)C1)c1ccc(Cl)cc1. The result is 0 (non-blocker). (6) The drug is CC(=O)N(C)C1CCC([C@H](C)[C@H]([NH3+])C(=O)N2CC[C@H](F)C2)CC1. The result is 0 (non-blocker). (7) The drug is Cc1cccc([C@H]2CC[C@H](CNC(=O)c3ccc(-c4nc5cc(C#N)cc(C(C)C)c5o4)cc3)CC2)c1. The result is 0 (non-blocker). (8) The molecule is COc1cc2c(cc1OC)C1Cc3ccc(OC)c(OC)c3C(Cc3ccccc3)N1CC2. The result is 0 (non-blocker). (9) The compound is CCOc1cc2ncc(C(N)=O)c(Nc3ccc(F)cc3F)c2cc1N1CCN(CC)CC1. The result is 0 (non-blocker).